Dataset: Reaction yield outcomes from USPTO patents with 853,638 reactions. Task: Predict the reaction yield, written as a fraction of the theoretical maximum amount of product (1.0 means a 100% yield; for example, 0.34 means a 34% yield). (1) The reactants are [C:1]([O:5][C:6]([N:8]1[CH2:13][CH2:12][CH:11]([C:14]2[C:19](Br)=[CH:18][CH:17]=[CH:16][N:15]=2)[CH2:10][CH2:9]1)=[O:7])([CH3:4])([CH3:3])[CH3:2].C[C:22]1[CH:23]=[C:24](B(O)O)[CH:25]=[CH:26][CH:27]=1.C([O-])([O-])=O.[Na+].[Na+].O. The catalyst is O1CCOCC1.C1C=CC(P(C2C=CC=CC=2)[C-]2C=CC=C2)=CC=1.C1C=CC(P(C2C=CC=CC=2)[C-]2C=CC=C2)=CC=1.Cl[Pd]Cl.[Fe+2]. The product is [C:1]([O:5][C:6]([N:8]1[CH2:13][CH2:12][CH:11]([C:14]2[C:19]([C:22]3[CH:23]=[CH:24][CH:25]=[CH:26][CH:27]=3)=[CH:18][CH:17]=[CH:16][N:15]=2)[CH2:10][CH2:9]1)=[O:7])([CH3:4])([CH3:3])[CH3:2]. The yield is 0.850. (2) The reactants are [C:1]([O:8][CH3:9])(=[O:7])[CH2:2][C:3]([O:5][CH3:6])=[O:4].[H-].[Na+].F[C:13]1[CH:18]=[CH:17][C:16]([C:19]2[CH:24]=[CH:23][CH:22]=[C:21]([NH:25][C:26](=[O:31])[C:27]([F:30])([F:29])[F:28])[CH:20]=2)=[CH:15][C:14]=1[N+:32]([O-:34])=[O:33]. The catalyst is CS(C)=O. The product is [N+:32]([C:14]1[CH:15]=[C:16]([C:19]2[CH:24]=[CH:23][CH:22]=[C:21]([NH:25][C:26](=[O:31])[C:27]([F:28])([F:29])[F:30])[CH:20]=2)[CH:17]=[CH:18][C:13]=1[CH:2]([C:1]([O:8][CH3:9])=[O:7])[C:3]([O:5][CH3:6])=[O:4])([O-:34])=[O:33]. The yield is 0.500. (3) The product is [Br:1][C:2]1[CH:3]=[C:4]2[C:9](=[CH:10][CH:11]=1)[N:8]=[CH:7][CH:6]=[C:5]2[OH:15]. The catalyst is CO.C(OCC)C. The yield is 0.950. The reactants are [Br:1][C:2]1[CH:3]=[C:4]2[C:9](=[CH:10][CH:11]=1)[N:8]=[CH:7][C:6](C(O)=O)=[C:5]2[OH:15].C1(OC2C=CC=CC=2)C=CC=CC=1. (4) The reactants are [CH3:1][O:2][C:3]1[CH:4]=[C:5]2[C:10](=[CH:11][C:12]=1[O:13][CH3:14])[N:9]=[CH:8][CH:7]=[C:6]2[O:15][C:16]1[CH:22]=[CH:21][C:19]([NH2:20])=[CH:18][CH:17]=1.C(N(CC)CC)C.Cl[C:31](Cl)([O:33]C(=O)OC(Cl)(Cl)Cl)Cl.[Cl:42][C:43]1[CH:48]=[CH:47][C:46]([C@H:49]([NH2:51])[CH3:50])=[CH:45][CH:44]=1. The catalyst is C(Cl)(Cl)Cl. The product is [Cl:42][C:43]1[CH:48]=[CH:47][C:46]([C@H:49]([NH:51][C:31]([NH:20][C:19]2[CH:21]=[CH:22][C:16]([O:15][C:6]3[C:5]4[C:10](=[CH:11][C:12]([O:13][CH3:14])=[C:3]([O:2][CH3:1])[CH:4]=4)[N:9]=[CH:8][CH:7]=3)=[CH:17][CH:18]=2)=[O:33])[CH3:50])=[CH:45][CH:44]=1. The yield is 0.620.